From a dataset of Forward reaction prediction with 1.9M reactions from USPTO patents (1976-2016). Predict the product of the given reaction. (1) Given the reactants C([Mg]Cl)(C)C.Br[C:7]1[CH:23]=[CH:22][C:10]([O:11][CH2:12][CH2:13][CH2:14][O:15][CH:16]2[CH2:21][CH2:20][CH2:19][CH2:18][O:17]2)=[CH:9][C:8]=1[CH3:24].Cl[SiH:26]([CH:30]([CH3:32])[CH3:31])[CH:27]([CH3:29])[CH3:28], predict the reaction product. The product is: [CH:27]([SiH:26]([CH:30]([CH3:32])[CH3:31])[C:7]1[CH:23]=[CH:22][C:10]([O:11][CH2:12][CH2:13][CH2:14][O:15][CH:16]2[CH2:21][CH2:20][CH2:19][CH2:18][O:17]2)=[CH:9][C:8]=1[CH3:24])([CH3:29])[CH3:28]. (2) Given the reactants [NH2:1]/[C:2](/[C:7]#[N:8])=[C:3](\[NH2:6])/[C:4]#[N:5].S(=O)(=O)(O)O.[N:14]([O-])=O.[Na+], predict the reaction product. The product is: [C:4]([C:3]1[N:6]=[N:14][NH:1][C:2]=1[C:7]#[N:8])#[N:5].